Predict the reaction yield, written as a fraction of the theoretical maximum amount of product (1.0 means a 100% yield; for example, 0.34 means a 34% yield). From a dataset of Reaction yield outcomes from USPTO patents with 853,638 reactions. The reactants are [OH-].[Li+].C(O)C.[CH3:6][O:7][C:8]1[CH:9]=[CH:10][C:11]([CH2:30][CH:31]2[S:35][C:34](=[O:36])[NH:33][C:32]2=[O:37])=[C:12]2[C:17]=1[N:16]([CH2:18][C:19]1[CH:24]=[CH:23][C:22]([C:25]([O:27]C)=[O:26])=[CH:21][CH:20]=1)[C:15](=[O:29])[CH2:14][CH2:13]2. The catalyst is C1COCC1. The product is [CH3:6][O:7][C:8]1[CH:9]=[CH:10][C:11]([CH2:30][CH:31]2[S:35][C:34](=[O:36])[NH:33][C:32]2=[O:37])=[C:12]2[C:17]=1[N:16]([CH2:18][C:19]1[CH:20]=[CH:21][C:22]([C:25]([OH:27])=[O:26])=[CH:23][CH:24]=1)[C:15](=[O:29])[CH2:14][CH2:13]2. The yield is 0.970.